This data is from CYP2C9 inhibition data for predicting drug metabolism from PubChem BioAssay. The task is: Regression/Classification. Given a drug SMILES string, predict its absorption, distribution, metabolism, or excretion properties. Task type varies by dataset: regression for continuous measurements (e.g., permeability, clearance, half-life) or binary classification for categorical outcomes (e.g., BBB penetration, CYP inhibition). Dataset: cyp2c9_veith. (1) The molecule is CN(C)c1ccc(-c2cncnc2NCc2cccs2)cc1. The result is 0 (non-inhibitor). (2) The drug is Cc1cc2c(nc1C)CCCCN2C[C@H](C)O/N=C\[C@@H](C)[C@H](OCc1ccccc1)C(C)C. The result is 0 (non-inhibitor). (3) The compound is O=C(O)C1(Nc2ccc(Cl)cc2)CCCC1. The result is 0 (non-inhibitor). (4) The molecule is CSC1=N/C(=C\c2ccc3c(c2)OCO3)C(=O)S1. The result is 0 (non-inhibitor). (5) The drug is O=C(NNc1cccc(Cl)n1)Nc1ccccc1Cl. The result is 0 (non-inhibitor). (6) The compound is CC/C(=C(\CC)c1ccc(O)cc1)c1ccc(O)cc1. The result is 1 (inhibitor). (7) The compound is CN(C)C(=O)c1cn(N(C)c2ncc(C(F)(F)F)cc2Cl)c(=O)c2ccccc12. The result is 1 (inhibitor). (8) The drug is CC(C)C[C@H](NP(=O)([O-])O[C@@H]1O[C@@H](C)[C@@H](O)[C@@H](O)[C@H]1O)C(=O)N[C@@H](Cc1c[nH]c2ccccc12)C(=O)[O-].[Na+].[Na+]. The result is 0 (non-inhibitor).